From a dataset of Forward reaction prediction with 1.9M reactions from USPTO patents (1976-2016). Predict the product of the given reaction. (1) Given the reactants [C:1]([CH2:14][C:15]([CH2:18][CH2:19]I)([F:17])[F:16])([C:4]([C:7]([C:10]([F:13])([F:12])[F:11])([F:9])[F:8])([F:6])[F:5])([F:3])[F:2].S(=O)(=O)(O)[OH:22], predict the reaction product. The product is: [F:16][C:15]([F:17])([CH2:14][C:1]([F:3])([F:2])[C:4]([F:6])([F:5])[C:7]([F:9])([F:8])[C:10]([F:13])([F:12])[F:11])[CH2:18][CH2:19][OH:22]. (2) Given the reactants C(=O)([O-])[O-].[K+].[K+].Cl[CH2:8][CH2:9][CH2:10][C:11]([NH:13][C:14]1[CH:19]=[C:18]([N+:20]([O-:22])=[O:21])[CH:17]=[C:16]([O:23][CH3:24])[CH:15]=1)=[O:12], predict the reaction product. The product is: [CH3:24][O:23][C:16]1[CH:15]=[C:14]([N:13]2[CH2:8][CH2:9][CH2:10][C:11]2=[O:12])[CH:19]=[C:18]([N+:20]([O-:22])=[O:21])[CH:17]=1. (3) Given the reactants [N:1]1([CH2:6][C:7]([C:9]2[S:10][CH:11]=[CH:12][N:13]=2)=[O:8])[CH:5]=[CH:4][N:3]=[CH:2]1.[BH4-].[Na+], predict the reaction product. The product is: [N:1]1([CH2:6][CH:7]([C:9]2[S:10][CH:11]=[CH:12][N:13]=2)[OH:8])[CH:5]=[CH:4][N:3]=[CH:2]1. (4) Given the reactants [C:1]([Si:5]([CH3:24])([CH3:23])[O:6][C:7]1[CH:16]=[C:15]2[C:10]([C:11]3[CH2:22][CH2:21][CH:20]=[CH:19][CH2:18][C:12]=3[C:13](=[O:17])[O:14]2)=[CH:9][CH:8]=1)([CH3:4])([CH3:3])[CH3:2].[H][H], predict the reaction product. The product is: [C:1]([Si:5]([CH3:24])([CH3:23])[O:6][C:7]1[CH:16]=[C:15]2[C:10]([C:11]3[CH2:22][CH2:21][CH2:20][CH2:19][CH2:18][C:12]=3[C:13](=[O:17])[O:14]2)=[CH:9][CH:8]=1)([CH3:4])([CH3:3])[CH3:2]. (5) Given the reactants C(O)(=O)C.[CH:5]([NH2:7])=[NH:6].[O-]CC.[Na+].[CH2:12]([O:14][C:15](=[O:25])[C:16](=[C:20](OCC)[CH3:21])[C:17]([CH3:19])=O)[CH3:13], predict the reaction product. The product is: [CH3:19][C:17]1[C:16]([C:15]([O:14][CH2:12][CH3:13])=[O:25])=[C:20]([CH3:21])[N:7]=[CH:5][N:6]=1. (6) Given the reactants [F:1][C:2]1[CH:15]=[C:14]([N+:16]([O-:18])=[O:17])[CH:13]=[CH:12][C:3]=1[O:4][C:5]1[CH:10]=[CH:9][N:8]=[C:7]([NH2:11])[CH:6]=1.Cl[C:20](OC1C=CC=CC=1)=[O:21].Cl.Cl.Cl.[CH3:32][N:33]1[CH2:36][CH:35]([N:37]2[CH2:42][CH2:41][NH:40][CH2:39][CH2:38]2)[CH2:34]1.[OH-].[Na+], predict the reaction product. The product is: [F:1][C:2]1[CH:15]=[C:14]([N+:16]([O-:18])=[O:17])[CH:13]=[CH:12][C:3]=1[O:4][C:5]1[CH:10]=[CH:9][N:8]=[C:7]([NH:11][C:20]([N:40]2[CH2:41][CH2:42][N:37]([CH:35]3[CH2:34][N:33]([CH3:32])[CH2:36]3)[CH2:38][CH2:39]2)=[O:21])[CH:6]=1.